The task is: Predict the reaction yield, written as a fraction of the theoretical maximum amount of product (1.0 means a 100% yield; for example, 0.34 means a 34% yield).. This data is from Reaction yield outcomes from USPTO patents with 853,638 reactions. (1) The reactants are [Cl:1][C:2]1[C:9]([O:10][CH3:11])=[CH:8][CH:7]=[CH:6][C:3]=1[CH:4]=O.[CH3:12][S:13][CH2:14][S:15]([CH3:17])=[O:16]. The catalyst is C1COCC1. The product is [Cl:1][C:2]1[C:3]([CH:4]=[C:14]([S:13][CH3:12])[S:15]([CH3:17])=[O:16])=[CH:6][CH:7]=[CH:8][C:9]=1[O:10][CH3:11]. The yield is 0.480. (2) The yield is 0.190. The product is [Cl:1][C:2]1[CH:3]=[C:4]([NH:9][C:10]([CH:12]2[CH2:16][CH2:15][N:14]([CH2:17][C:18](=[O:20])[N:59]3[CH2:58][CH:57]4[CH2:62][CH:60]3[CH2:61][N:56]4[C:53]3[CH:54]=[CH:55][C:50]([C:45]4[N:44]=[CH:49][CH:48]=[CH:47][N:46]=4)=[CH:51][CH:52]=3)[CH2:13]2)=[O:11])[CH:5]=[CH:6][C:7]=1[OH:8]. The catalyst is CN(C=O)C. The reactants are [Cl:1][C:2]1[CH:3]=[C:4]([NH:9][C:10]([CH:12]2[CH2:16][CH2:15][N:14]([CH2:17][C:18]([OH:20])=O)[CH2:13]2)=[O:11])[CH:5]=[CH:6][C:7]=1[OH:8].C1C=CC2N(O)N=NC=2C=1.CCN=C=NCCCN(C)C.Cl.Cl.[N:44]1[CH:49]=[CH:48][CH:47]=[N:46][C:45]=1[C:50]1[CH:55]=[CH:54][C:53]([N:56]2[CH2:61][CH:60]3[CH2:62][CH:57]2[CH2:58][NH:59]3)=[CH:52][CH:51]=1.